Dataset: Forward reaction prediction with 1.9M reactions from USPTO patents (1976-2016). Task: Predict the product of the given reaction. (1) Given the reactants CS([O:5][C:6]1[CH:11]=[CH:10][CH:9]=[C:8]([C:12]2[O:13][C:14]([CH3:42])=[C:15]([CH2:17][O:18][C:19]3[CH:24]=[CH:23][C:22]([CH2:25][O:26][C:27]4[C:31]([CH:32]=O)=[CH:30][N:29]([C:34]5[CH:39]=[CH:38][CH:37]=[CH:36][CH:35]=5)[N:28]=4)=[CH:21][C:20]=3[O:40][CH3:41])[N:16]=2)[CH:7]=1)(=O)=O.[CH2:43]([P:52](=[O:59])([O:56][CH2:57][CH3:58])[O:53][CH2:54][CH3:55])P(=O)(OCC)OCC.CN(C)C=O.[H-].[Na+], predict the reaction product. The product is: [OH:5][C:6]1[CH:7]=[C:8]([C:12]2[O:13][C:14]([CH3:42])=[C:15]([CH2:17][O:18][C:19]3[CH:24]=[CH:23][C:22]([CH2:25][O:26][C:27]4[C:31](/[CH:32]=[CH:43]/[P:52](=[O:59])([O:53][CH2:54][CH3:55])[O:56][CH2:57][CH3:58])=[CH:30][N:29]([C:34]5[CH:35]=[CH:36][CH:37]=[CH:38][CH:39]=5)[N:28]=4)=[CH:21][C:20]=3[O:40][CH3:41])[N:16]=2)[CH:9]=[CH:10][CH:11]=1. (2) Given the reactants Br[CH2:2][CH2:3][CH2:4][CH2:5][O:6][C:7]1[CH:22]=[CH:21][C:10]2[C:11]([C:14]3[CH:19]=[CH:18][C:17]([Cl:20])=[CH:16][CH:15]=3)=[N:12][S:13][C:9]=2[CH:8]=1.[CH:23]([NH:26][CH3:27])([CH3:25])[CH3:24], predict the reaction product. The product is: [Cl:20][C:17]1[CH:18]=[CH:19][C:14]([C:11]2[C:10]3[CH:21]=[CH:22][C:7]([O:6][CH2:5][CH2:4][CH2:3][CH2:2][N:26]([CH:23]([CH3:25])[CH3:24])[CH3:27])=[CH:8][C:9]=3[S:13][N:12]=2)=[CH:15][CH:16]=1. (3) Given the reactants [Br-].[C:2]([C:4]1[CH:9]=[CH:8][C:7]([C:10](=[O:18])[CH2:11][N+:12]2[CH:17]=[CH:16][CH:15]=[CH:14][CH:13]=2)=[CH:6][CH:5]=1)#[N:3].C(=O)([O-])[O-].[K+].[K+].[CH3:25][C:26](=[O:29])[C:27]#[CH:28], predict the reaction product. The product is: [C:26]([C:27]1[CH:28]=[C:11]([C:10](=[O:18])[C:7]2[CH:6]=[CH:5][C:4]([C:2]#[N:3])=[CH:9][CH:8]=2)[N:12]2[C:17]=1[CH:16]=[CH:15][CH:14]=[CH:13]2)(=[O:29])[CH3:25]. (4) Given the reactants [Si]([O:8][CH:9]([C:27]1[CH:32]=[CH:31][CH:30]=[CH:29][CH:28]=1)[CH2:10][O:11][CH:12]1[CH2:17][CH2:16][CH:15]([NH:18][C:19](=[O:25])[O:20][C:21]([CH3:24])([CH3:23])[CH3:22])[CH2:14][CH:13]1[F:26])(C(C)(C)C)(C)C.[F-].C([N+](CCCC)(CCCC)CCCC)CCC, predict the reaction product. The product is: [F:26][CH:13]1[CH:12]([O:11][CH2:10][CH:9]([OH:8])[C:27]2[CH:28]=[CH:29][CH:30]=[CH:31][CH:32]=2)[CH2:17][CH2:16][CH:15]([NH:18][C:19](=[O:25])[O:20][C:21]([CH3:23])([CH3:22])[CH3:24])[CH2:14]1. (5) Given the reactants [NH:1]1[CH2:6][CH2:5][O:4][CH2:3][CH2:2]1.Cl[CH2:8][C@@H:9]1[O:11][CH2:10]1.CC(C)([O-])C.[K+].O1CCCC1, predict the reaction product. The product is: [O:11]1[CH2:10][CH:9]1[CH2:8][N:1]1[CH2:6][CH2:5][O:4][CH2:3][CH2:2]1. (6) Given the reactants [NH:1]1[CH:5]=[CH:4][C:3]([C:6]2[CH:11]=[CH:10][CH:9]=[CH:8][N:7]=2)=[N:2]1.F[C:13]1[CH:14]=[C:15]([Cl:19])[CH:16]=[CH:17][CH:18]=1.C([O-])([O-])=O.[K+].[K+].O, predict the reaction product. The product is: [Cl:19][C:15]1[CH:14]=[C:13]([N:1]2[CH:5]=[CH:4][C:3]([C:6]3[CH:11]=[CH:10][CH:9]=[CH:8][N:7]=3)=[N:2]2)[CH:18]=[CH:17][CH:16]=1.